The task is: Predict the reactants needed to synthesize the given product.. This data is from Full USPTO retrosynthesis dataset with 1.9M reactions from patents (1976-2016). (1) Given the product [Br:20][C:21]1[CH:22]=[CH:23][C:24]([N:27]2[C:31]([C:32]([F:33])([F:34])[F:35])=[CH:30][C:29]([C:36]3[N:46]([CH3:47])[C:48](=[O:49])[O:50][N:51]=3)=[N:28]2)=[N:25][CH:26]=1, predict the reactants needed to synthesize it. The reactants are: BrC1C=CC(N2C(C(F)(F)F)=CC(C(N)=O)=N2)=NC=1.[Br:20][C:21]1[CH:22]=[CH:23][C:24]([N:27]2[C:31]([C:32]([F:35])([F:34])[F:33])=[CH:30][C:29]([C:36](O)=O)=[N:28]2)=[N:25][CH:26]=1.C(Cl)(=O)C(Cl)=O.C[N:46]([CH:48]=[O:49])[CH3:47].[OH-:50].[NH4+:51]. (2) Given the product [Br:1][C:2]1[CH:3]=[CH:4][C:5]([C@@H:8]2[O:9][CH2:10][CH2:11][N:12]([C@@H:14]([C:16]3[CH:17]=[CH:18][CH:19]=[CH:20][CH:21]=3)[CH3:15])[CH2:13]2)=[CH:6][CH:7]=1, predict the reactants needed to synthesize it. The reactants are: [Br:1][C:2]1[CH:7]=[CH:6][C:5]([C@H:8]2[CH2:13][N:12]([C@@H:14]([C:16]3[CH:21]=[CH:20][CH:19]=[CH:18][CH:17]=3)[CH3:15])[C:11](=O)[CH2:10][O:9]2)=[CH:4][CH:3]=1.B.O1CCCC1.CO.BrC1C=CC([C@H](O)CN[C@@H](C2C=CC=CC=2)C)=CC=1. (3) Given the product [C:5]([CH:4]([C:7]1[CH:12]=[CH:11][CH:10]=[CH:9][C:8]=1[O:13][C:14]([F:17])([F:16])[F:15])[CH2:3][CH2:2][N:31]1[CH2:32][CH2:33][N:28]([C:27]2[C:22]3[O:21][CH2:20][CH2:19][O:18][C:23]=3[CH:24]=[CH:25][CH:26]=2)[CH2:29][CH2:30]1)#[N:6], predict the reactants needed to synthesize it. The reactants are: O=[CH:2][CH2:3][CH:4]([C:7]1[CH:12]=[CH:11][CH:10]=[CH:9][C:8]=1[O:13][C:14]([F:17])([F:16])[F:15])[C:5]#[N:6].[O:18]1[C:23]2[CH:24]=[CH:25][CH:26]=[C:27]([N:28]3[CH2:33][CH2:32][NH:31][CH2:30][CH2:29]3)[C:22]=2[O:21][CH2:20][CH2:19]1. (4) Given the product [N:16]1([NH:22][C:12]([C:10]2[CH:9]=[CH:8][C:7]([CH3:15])=[C:6]([O:5][CH2:4][CH:1]3[CH2:2][CH2:3]3)[N:11]=2)=[O:14])[CH2:21][CH2:20][CH2:19][CH2:18][CH2:17]1, predict the reactants needed to synthesize it. The reactants are: [CH:1]1([CH2:4][O:5][C:6]2[N:11]=[C:10]([C:12]([OH:14])=O)[CH:9]=[CH:8][C:7]=2[CH3:15])[CH2:3][CH2:2]1.[N:16]1([NH2:22])[CH2:21][CH2:20][CH2:19][CH2:18][CH2:17]1. (5) Given the product [C:20]([O:24][C:25]([NH:27][C@H:28]([C:46]([O:48][CH3:49])=[O:47])[CH2:29][C:2]1[CH:7]=[C:6]([S:8]([C:11]2[CH:16]=[CH:15][CH:14]=[CH:13][CH:12]=2)(=[O:10])=[O:9])[CH:5]=[CH:4][C:3]=1[N+:17]([O-:19])=[O:18])=[O:26])([CH3:23])([CH3:21])[CH3:22], predict the reactants needed to synthesize it. The reactants are: Br[C:2]1[CH:7]=[C:6]([S:8]([C:11]2[CH:16]=[CH:15][CH:14]=[CH:13][CH:12]=2)(=[O:10])=[O:9])[CH:5]=[CH:4][C:3]=1[N+:17]([O-:19])=[O:18].[C:20]([O:24][C:25]([NH:27][C@H:28]([C:46]([O:48][CH3:49])=[O:47])[CH2:29]C1C([N+]([O-])=O)=NC=C(OC2C=CC=CC=2)C=1)=[O:26])([CH3:23])([CH3:22])[CH3:21]. (6) Given the product [NH2:15][CH:4]([CH2:5][C:6]1[CH:7]=[C:8]([Br:14])[C:9]([O:13][CH2:24][C:25]2[CH:26]=[C:27]([CH3:28])[CH:30]=[C:31]([CH3:33])[CH:32]=2)=[C:10]([Br:12])[CH:11]=1)[C:3]([OH:2])=[O:23], predict the reactants needed to synthesize it. The reactants are: C[O:2][C:3](=[O:23])[CH:4]([NH:15]C(OC(C)(C)C)=O)[CH2:5][C:6]1[CH:11]=[C:10]([Br:12])[C:9]([OH:13])=[C:8]([Br:14])[CH:7]=1.[CH3:24][C:25]1[CH:26]=[C:27]([CH:30]=[C:31]([CH3:33])[CH:32]=1)[CH2:28]Br. (7) Given the product [F:19][CH:17]([F:18])[C:7]1[CH:6]=[C:5]2[C:4]([C:3](=[O:21])[N:46]([NH:45][S:42]([CH3:41])(=[O:44])=[O:43])[C:26](=[O:32])[NH:20]2)=[CH:9][C:8]=1[C:10]1[N:11]([CH2:15][CH3:16])[N:12]=[CH:13][CH:14]=1, predict the reactants needed to synthesize it. The reactants are: CO[C:3](=[O:21])[C:4]1[CH:9]=[C:8]([C:10]2[N:11]([CH2:15][CH3:16])[N:12]=[CH:13][CH:14]=2)[C:7]([CH:17]([F:19])[F:18])=[CH:6][C:5]=1[NH2:20].ClC(Cl)(O[C:26](=[O:32])OC(Cl)(Cl)Cl)Cl.C(N(CC)CC)C.[CH3:41][S:42]([NH:45][NH2:46])(=[O:44])=[O:43].[OH-].[Na+].